From a dataset of Catalyst prediction with 721,799 reactions and 888 catalyst types from USPTO. Predict which catalyst facilitates the given reaction. (1) Reactant: [CH3:1][O:2][C:3]1[CH:8]=[C:7]([CH3:9])[C:6]([S:10]([N:13]([CH2:15][C:16]2[O:20][CH:19]=[C:18]([C:21](O)=[O:22])[CH:17]=2)[CH3:14])(=[O:12])=[O:11])=[C:5]([CH3:24])[CH:4]=1.CCN=C=NCCCN(C)C.C1C=CC2N(O)N=NC=2C=1.CCN(C(C)C)C(C)C.Cl.Cl.[CH3:57][O:58][CH:59]1[CH2:62][N:61]([CH2:63][C:64]2[CH:69]=[CH:68][C:67]([CH2:70][NH:71][CH3:72])=[CH:66][CH:65]=2)[CH2:60]1. Product: [CH3:57][O:58][CH:59]1[CH2:62][N:61]([CH2:63][C:64]2[CH:69]=[CH:68][C:67]([CH2:70][N:71]([CH3:72])[C:21]([C:18]3[CH:17]=[C:16]([CH2:15][N:13]([S:10]([C:6]4[C:5]([CH3:24])=[CH:4][C:3]([O:2][CH3:1])=[CH:8][C:7]=4[CH3:9])(=[O:12])=[O:11])[CH3:14])[O:20][CH:19]=3)=[O:22])=[CH:66][CH:65]=2)[CH2:60]1. The catalyst class is: 2. (2) Reactant: [F:1][C:2]1[CH:7]=[CH:6][C:5]([C:8]2[C:13]([CH:14](O)[CH2:15]C=C)=[C:12]([CH:19]([CH3:21])[CH3:20])[N:11]=[C:10]([N:22]([CH3:27])[S:23]([CH3:26])(=[O:25])=[O:24])[N:9]=2)=[CH:4][CH:3]=1.CSC.[C:31](=[O:34])([O-])[O-].[K+].[K+].C(=O)(O)[O-].[Na+]. Product: [F:1][C:2]1[CH:7]=[CH:6][C:5]([C:8]2[C:13]([CH:14]=[CH:15][CH:31]=[O:34])=[C:12]([CH:19]([CH3:21])[CH3:20])[N:11]=[C:10]([N:22]([CH3:27])[S:23]([CH3:26])(=[O:25])=[O:24])[N:9]=2)=[CH:4][CH:3]=1. The catalyst class is: 5. (3) Reactant: N1C2C(=CC=CN=2)C=C1.C([O:17][C:18]1[C:19]([F:36])=[C:20]([C:25]([C:27]2[C:35]3[C:30](=[N:31][CH:32]=[CH:33][CH:34]=3)[NH:29][CH:28]=2)=[O:26])[C:21]([F:24])=[CH:22][CH:23]=1)C1C=CC=CC=1. Product: [F:36][C:19]1[C:18]([OH:17])=[CH:23][CH:22]=[C:21]([F:24])[C:20]=1[C:25]([C:27]1[C:35]2[C:30](=[N:31][CH:32]=[CH:33][CH:34]=2)[NH:29][CH:28]=1)=[O:26]. The catalyst class is: 541. (4) Reactant: [F:1][C:2]([F:18])([F:17])[C:3](=O)[CH2:4][C:5]([C:7]1[CH:12]=[CH:11][C:10]([O:13][CH3:14])=[C:9]([Cl:15])[CH:8]=1)=O.Cl.[NH:20]([C:22]1[CH:27]=[CH:26][C:25]([S:28]([CH3:31])(=[O:30])=[O:29])=[CH:24][N:23]=1)[NH2:21]. Product: [CH2:22]([NH:23][CH2:24][CH3:25])[CH3:27].[Cl:15][C:9]1[CH:8]=[C:7]([C:5]2[N:20]([C:22]3[CH:27]=[CH:26][C:25]([S:28]([CH3:31])(=[O:30])=[O:29])=[CH:24][N:23]=3)[N:21]=[C:3]([C:2]([F:18])([F:17])[F:1])[CH:4]=2)[CH:12]=[CH:11][C:10]=1[O:13][CH3:14]. The catalyst class is: 8. (5) Reactant: [NH2:1][C:2]1[C:3]([F:13])=[CH:4][C:5]([Cl:12])=[C:6]([CH:11]=1)[C:7]([O:9][CH3:10])=[O:8].CCN(CC)CC.[F:21][C:22]([F:35])([F:34])[S:23](O[S:23]([C:22]([F:35])([F:34])[F:21])(=[O:25])=[O:24])(=[O:25])=[O:24]. Product: [Cl:12][C:5]1[CH:4]=[C:3]([F:13])[C:2]([NH:1][S:23]([C:22]([F:35])([F:34])[F:21])(=[O:25])=[O:24])=[CH:11][C:6]=1[C:7]([O:9][CH3:10])=[O:8]. The catalyst class is: 2. (6) Product: [Cl:37][C:32]1[CH:33]=[CH:34][CH:35]=[CH:36][C:31]=1[C:28]1[C:29]([I:30])=[C:25]2[N:24]=[C:23]([CH3:38])[N:22]=[C:21]([N:6]3[CH2:7][C:4]([NH:3][CH2:1][CH3:2])([C:8]([NH2:10])=[O:9])[CH2:5]3)[N:26]2[N:27]=1. The catalyst class is: 85. Reactant: [CH2:1]([NH:3][C:4]1([C:8]([NH2:10])=[O:9])[CH2:7][NH:6][CH2:5]1)[CH3:2].C(N(C(C)C)CC)(C)C.Cl[C:21]1[N:26]2[N:27]=[C:28]([C:31]3[CH:36]=[CH:35][CH:34]=[CH:33][C:32]=3[Cl:37])[C:29]([I:30])=[C:25]2[N:24]=[C:23]([CH3:38])[N:22]=1. (7) Reactant: [CH2:1]([N:8]1[C:12]([C:13](=[O:73])[NH:14][C:15]2[CH:20]=[C:19]([CH2:21][CH2:22][CH2:23][CH2:24][CH2:25][CH2:26][N:27]3[C:35](=[O:36])[C:34]4[C:29](=[CH:30][CH:31]=[CH:32][CH:33]=4)[C:28]3=[O:37])[C:18]([O:38][CH2:39][CH2:40][CH2:41][CH2:42][CH2:43][CH2:44][N:45]3[C:53](=[O:54])[C:52]4[C:47](=[CH:48][CH:49]=[CH:50][CH:51]=4)[C:46]3=[O:55])=[C:17]([CH2:56][CH2:57][CH2:58][CH2:59][CH2:60][CH2:61][N:62]3[C:70](=[O:71])[C:69]4[C:64](=[CH:65][CH:66]=[CH:67][CH:68]=4)[C:63]3=[O:72])[CH:16]=2)=[CH:11][C:10]([CH:74]=[CH:75][C:76]([O:78][CH2:79][CH3:80])=[O:77])=[C:9]1[C:81]#[C:82][C:83]([OH:96])([C:90]1[CH:95]=[CH:94][CH:93]=[CH:92][CH:91]=1)[C:84]1[CH:89]=[CH:88][CH:87]=[CH:86][CH:85]=1)[C:2]1[CH:7]=[CH:6][CH:5]=[CH:4][CH:3]=1. Product: [CH2:1]([N:8]1[C:12]([C:13](=[O:73])[NH:14][C:15]2[CH:20]=[C:19]([CH2:21][CH2:22][CH2:23][CH2:24][CH2:25][CH2:26][N:27]3[C:28](=[O:37])[C:29]4[C:34](=[CH:33][CH:32]=[CH:31][CH:30]=4)[C:35]3=[O:36])[C:18]([O:38][CH2:39][CH2:40][CH2:41][CH2:42][CH2:43][CH2:44][N:45]3[C:46](=[O:55])[C:47]4[C:52](=[CH:51][CH:50]=[CH:49][CH:48]=4)[C:53]3=[O:54])=[C:17]([CH2:56][CH2:57][CH2:58][CH2:59][CH2:60][CH2:61][N:62]3[C:70](=[O:71])[C:69]4[C:64](=[CH:65][CH:66]=[CH:67][CH:68]=4)[C:63]3=[O:72])[CH:16]=2)=[CH:11][C:10]([CH2:74][CH2:75][C:76]([O:78][CH2:79][CH3:80])=[O:77])=[C:9]1[C:81]#[C:82][C:83]([OH:96])([C:84]1[CH:85]=[CH:86][CH:87]=[CH:88][CH:89]=1)[C:90]1[CH:91]=[CH:92][CH:93]=[CH:94][CH:95]=1)[C:2]1[CH:7]=[CH:6][CH:5]=[CH:4][CH:3]=1. The catalyst class is: 99.